From a dataset of Catalyst prediction with 721,799 reactions and 888 catalyst types from USPTO. Predict which catalyst facilitates the given reaction. (1) The catalyst class is: 95. Product: [Cl:1][C:2]1[CH:3]=[C:4]([C@@H:9]2[CH2:18][CH2:17][C:16](=[O:23])[C:15]3[CH:14]=[C:13]([C:21]#[N:22])[CH:12]=[CH:11][C:10]2=3)[CH:5]=[CH:6][C:7]=1[Cl:8]. Reactant: [Cl:1][C:2]1[CH:3]=[C:4]([C@@H:9]2[CH2:18][CH2:17][C@H:16](NC)[C:15]3[CH:14]=[C:13]([C:21]#[N:22])[CH:12]=[CH:11][C:10]2=3)[CH:5]=[CH:6][C:7]=1[Cl:8].[O-:23][Mn](=O)(=O)=O.[K+]. (2) Reactant: I[C:2]1[CH:14]=[CH:13][CH:12]=[CH:11][C:3]=1[O:4][CH:5]1[CH2:10][CH2:9][CH2:8][CH2:7][O:6]1.CC1(C)C(C)(C)OB([C:23]2[CH:40]=[CH:39][C:26]([O:27][CH2:28][C:29]3[CH:38]=[CH:37][C:36]4[C:31](=[CH:32][CH:33]=[CH:34][CH:35]=4)[N:30]=3)=[CH:25][CH:24]=2)O1.C(=O)([O-])[O-].[Cs+].[Cs+]. Product: [O:6]1[CH2:7][CH2:8][CH2:9][CH2:10][CH:5]1[O:4][C:3]1[CH:11]=[CH:12][CH:13]=[CH:14][C:2]=1[C:23]1[CH:24]=[CH:25][C:26]([O:27][CH2:28][C:29]2[CH:38]=[CH:37][C:36]3[C:31](=[CH:32][CH:33]=[CH:34][CH:35]=3)[N:30]=2)=[CH:39][CH:40]=1. The catalyst class is: 3. (3) Reactant: [I:1][C:2]1[CH:8]=[C:7]([CH2:9][CH:10]2[CH2:15][CH2:14][O:13][CH2:12][CH2:11]2)[CH:6]=[CH:5][C:3]=1[NH2:4].C([O:18][CH:19]=[C:20]([C:26](OCC)=O)[C:21]([O:23][CH2:24][CH3:25])=[O:22])C. Product: [OH:18][C:19]1[C:5]2[C:3](=[C:2]([I:1])[CH:8]=[C:7]([CH2:9][CH:10]3[CH2:11][CH2:12][O:13][CH2:14][CH2:15]3)[CH:6]=2)[N:4]=[CH:26][C:20]=1[C:21]([O:23][CH2:24][CH3:25])=[O:22]. The catalyst class is: 400. (4) Reactant: [Cl:1][C:2]1[CH:11]=[C:10]([Cl:12])[C:9]2[C:4](=[CH:5][C:6](OC)=[CH:7][CH:8]=2)[N:3]=1.N1CCCC1.CCN(C(C)C)C(C)C.[O:29]1CCOC[CH2:30]1. Product: [Cl:1][C:2]1[CH:11]=[C:10]([Cl:12])[C:9]2[C:4](=[CH:5][CH:6]=[CH:7][C:8]=2[O:29][CH3:30])[N:3]=1. The catalyst class is: 6. (5) Reactant: [NH2:1][CH2:2][C:3]1[CH:4]=[C:5]([CH:7]=[CH:8][C:9]=1[S:10]([CH2:13][CH3:14])(=[O:12])=[O:11])[NH2:6].[C:15](=O)([O:24]N1C(=O)CCC1=O)[O:16][CH2:17][C:18]1[CH:23]=[CH:22][CH:21]=[CH:20][CH:19]=1. Product: [NH2:6][C:5]1[CH:7]=[CH:8][C:9]([S:10]([CH2:13][CH3:14])(=[O:12])=[O:11])=[C:3]([CH:4]=1)[CH2:2][NH:1][C:15](=[O:24])[O:16][CH2:17][C:18]1[CH:23]=[CH:22][CH:21]=[CH:20][CH:19]=1. The catalyst class is: 85.